This data is from Forward reaction prediction with 1.9M reactions from USPTO patents (1976-2016). The task is: Predict the product of the given reaction. (1) The product is: [CH2:20]([O:12][C:10]([NH:8][C@@H:3]1[C@H:2]([NH:9][C:17](=[O:18])[O:19][CH2:20][C:21]2[CH:26]=[CH:25][CH:24]=[CH:23][CH:22]=2)[CH2:7][CH:6]=[CH:5][CH2:4]1)=[O:13])[C:21]1[CH:26]=[CH:25][CH:24]=[CH:23][CH:22]=1. Given the reactants Cl.[CH:2]1([NH2:9])[CH2:7][CH:6]=[CH:5][CH2:4][CH:3]1[NH2:8].[C:10](=[O:13])([O-:12])[O-].[K+].[K+].Cl[C:17]([O:19][CH2:20][C:21]1[CH:26]=[CH:25][CH:24]=[CH:23][CH:22]=1)=[O:18], predict the reaction product. (2) Given the reactants [CH2:1]=[CH:2][C:3]1[CH:8]=[CH:7][CH:6]=[CH:5][CH:4]=1.[CH2:9]([Li])[CH2:10][CH2:11][CH3:12].C=CC=C.Cl[Si](Cl)(Cl)Cl, predict the reaction product. The product is: [CH2:1]=[CH:2][C:3]1[CH:8]=[CH:7][CH:6]=[CH:5][CH:4]=1.[CH2:9]=[CH:10][CH:11]=[CH2:12].[CH2:1]=[CH:2][C:3]1[CH:8]=[CH:7][CH:6]=[CH:5][CH:4]=1. (3) Given the reactants CC(C[Al](C[CH:11]([CH3:13])[CH3:12])CC(C)C)C.[CH2:14]=[CH:15][CH2:16][CH2:17][CH2:18][CH3:19].[CH2:20]=C, predict the reaction product. The product is: [CH3:14][CH2:15][CH2:16][CH2:17][CH2:18][CH2:19][CH2:20][CH2:13][CH2:11][CH3:12]. (4) Given the reactants [CH3:1][C@H:2]1[CH2:7][N:6]2[N:8]=[CH:9][C:10]([N:11]3[CH2:15][CH:14]([C:16]4[CH:21]=[CH:20][CH:19]=[CH:18][N:17]=4)[O:13][C:12]3=[O:22])=[C:5]2[CH2:4][NH:3]1.CCN(C(C)C)C(C)C.[F:32][C:33]1[CH:34]=[C:35]([NH:41][C:42](=O)[O:43]C2C=CC=CC=2)[CH:36]=[C:37]([F:40])[C:38]=1[F:39], predict the reaction product. The product is: [CH3:1][C@H:2]1[CH2:7][N:6]2[N:8]=[CH:9][C:10]([N:11]3[CH2:15][CH:14]([C:16]4[CH:21]=[CH:20][CH:19]=[CH:18][N:17]=4)[O:13][C:12]3=[O:22])=[C:5]2[CH2:4][N:3]1[C:42]([NH:41][C:35]1[CH:36]=[C:37]([F:40])[C:38]([F:39])=[C:33]([F:32])[CH:34]=1)=[O:43]. (5) Given the reactants [F:1][C:2]1([F:48])[CH2:7][CH2:6][CH:5]([C:8]2[C:17]3[CH:16]([O:18]CC4C=CC(OC)=CC=4)[CH2:15][C:14]([CH3:29])([CH3:28])[CH2:13][C:12]=3[N:11]=[C:10]([CH:30]3[CH2:35][CH2:34][NH:33][CH2:32][CH2:31]3)[C:9]=2[CH:36]([F:47])[C:37]2[CH:42]=[CH:41][C:40]([C:43]([F:46])([F:45])[F:44])=[CH:39][CH:38]=2)[CH2:4][CH2:3]1.Cl[C:50]1[N:55]=[CH:54][C:53]([O:56][CH3:57])=[CH:52][N:51]=1.Cl.C(=O)([O-])O.[Na+], predict the reaction product. The product is: [F:1][C:2]1([F:48])[CH2:7][CH2:6][CH:5]([C:8]2[C:17]3[CH:16]([OH:18])[CH2:15][C:14]([CH3:29])([CH3:28])[CH2:13][C:12]=3[N:11]=[C:10]([CH:30]3[CH2:35][CH2:34][N:33]([C:50]4[N:55]=[CH:54][C:53]([O:56][CH3:57])=[CH:52][N:51]=4)[CH2:32][CH2:31]3)[C:9]=2[CH:36]([F:47])[C:37]2[CH:42]=[CH:41][C:40]([C:43]([F:46])([F:45])[F:44])=[CH:39][CH:38]=2)[CH2:4][CH2:3]1. (6) Given the reactants [C:1]1([S:17]([O-:20])(=[O:19])=[O:18])[C:14]2[C:13](=[O:15])[C:12]3[C:7](=[CH:8][CH:9]=[CH:10][CH:11]=3)[C:6](=[O:16])[C:5]=2[CH:4]=[CH:3][CH:2]=1.[Na+].C1(S(O)(=O)=O)C2C(=O)C3C(=CC=CC=3)C(=O)C=2C=CC=1.[Ag:42]=O, predict the reaction product. The product is: [C:1]1([S:17]([O-:20])(=[O:18])=[O:19])[C:14]2[C:13](=[O:15])[C:12]3[C:7](=[CH:8][CH:9]=[CH:10][CH:11]=3)[C:6](=[O:16])[C:5]=2[CH:4]=[CH:3][CH:2]=1.[Ag+:42].